Predict the reaction yield, written as a fraction of the theoretical maximum amount of product (1.0 means a 100% yield; for example, 0.34 means a 34% yield). From a dataset of Reaction yield outcomes from USPTO patents with 853,638 reactions. The reactants are [CH3:1][C:2]1([CH3:17])[C:11]2[C:6](=[C:7]([CH3:16])[CH:8]=[C:9]([C:13]([OH:15])=[O:14])[C:10]=2[CH3:12])S[CH2:4][CH2:3]1.OO.[S:20]([O-:23])(O)=[O:21].[Na+]. The catalyst is C(O)(=O)C. The product is [CH3:17][C:2]1([CH3:1])[C:11]2[C:6](=[C:7]([CH3:16])[CH:8]=[C:9]([C:13]([OH:15])=[O:14])[C:10]=2[CH3:12])[S:20](=[O:23])(=[O:21])[CH2:4][CH2:3]1. The yield is 0.900.